From a dataset of Full USPTO retrosynthesis dataset with 1.9M reactions from patents (1976-2016). Predict the reactants needed to synthesize the given product. (1) The reactants are: N[CH2:2][CH2:3][CH2:4][CH2:5][CH2:6][CH2:7][NH2:8].[C:9](O)(=O)[CH2:10][CH2:11][CH2:12]CC(O)=O.C(O)(=O)CCCCCCCC[C:28]([OH:30])=[O:29]. Given the product [NH2:8][CH:7]([CH2:6][CH2:5][CH2:4][CH2:3][CH2:2][CH2:9][CH2:10][CH2:11][CH3:12])[C:28]([OH:30])=[O:29], predict the reactants needed to synthesize it. (2) The reactants are: [NH2:1][C:2]1[CH:3]=[C:4]([C:8]2[C:17]3[C:12](=[CH:13][CH:14]=[CH:15][CH:16]=3)[CH:11]=[N:10][CH:9]=2)[CH:5]=[CH:6][CH:7]=1.[C:18]([N:25]1[CH:29]=[CH:28]N=[CH:26]1)(N1C=CN=C1)=[O:19].[CH3:30][O:31][C:32]1[CH:33]=[C:34]2C(=[CH:39][C:40]=1[C:41]([F:44])([F:43])[F:42])NCC2. Given the product [CH:11]1[C:12]2[C:17](=[CH:16][CH:15]=[CH:14][CH:13]=2)[C:8]([C:4]2[CH:3]=[C:2]([NH:1][C:18]([N:25]3[C:26]4[C:34](=[CH:33][C:32]([O:31][CH3:30])=[C:40]([C:41]([F:43])([F:44])[F:42])[CH:39]=4)[CH2:28][CH2:29]3)=[O:19])[CH:7]=[CH:6][CH:5]=2)=[CH:9][N:10]=1, predict the reactants needed to synthesize it. (3) Given the product [Br:48][C:46]1[CH:47]=[C:42]([NH:41][C:5]([CH:1]2[CH2:2][CH2:3][CH2:4]2)=[O:7])[C:43](=[O:50])[N:44]([CH3:49])[CH:45]=1, predict the reactants needed to synthesize it. The reactants are: [CH:1]1([C:5]([OH:7])=O)[CH2:4][CH2:3][CH2:2]1.CN(C(ON1N=NC2C=CC=NC1=2)=[N+](C)C)C.F[P-](F)(F)(F)(F)F.CCN(C(C)C)C(C)C.[NH2:41][C:42]1[C:43](=[O:50])[N:44]([CH3:49])[CH:45]=[C:46]([Br:48])[CH:47]=1. (4) Given the product [CH2:24]([O:23][C:21](=[O:22])[CH2:20][O:1][C:2]1[CH:9]=[CH:8][C:5]([CH:6]=[O:7])=[CH:4][C:3]=1[N+:10]([O-:12])=[O:11])[CH3:25], predict the reactants needed to synthesize it. The reactants are: [OH:1][C:2]1[CH:9]=[CH:8][C:5]([CH:6]=[O:7])=[CH:4][C:3]=1[N+:10]([O-:12])=[O:11].C(=O)([O-])[O-].[K+].[K+].Br[CH2:20][C:21]([O:23][CH2:24][CH3:25])=[O:22].O. (5) Given the product [NH2:2][C:3]1[N:8]=[C:7]([C:9]2[N:17]([CH2:16][CH:13]3[CH2:15][CH2:14]3)[C:21]3[CH2:22][CH2:23][NH:18][C:19](=[O:25])[C:20]=3[CH:10]=2)[CH:6]=[CH:5][N:4]=1, predict the reactants needed to synthesize it. The reactants are: Br.[NH2:2][C:3]1[N:8]=[C:7]([C:9](=O)[CH2:10]Br)[CH:6]=[CH:5][N:4]=1.[CH:13]1([CH2:16][NH2:17])[CH2:15][CH2:14]1.[NH:18]1[CH2:23][CH2:22][C:21](=O)[CH2:20][C:19]1=[O:25]. (6) The reactants are: [N:1]1([CH2:10][C:11]([C:13]2[CH:18]=[CH:17][CH:16]=[C:15]([O:19][CH3:20])[CH:14]=2)=[O:12])[C:5]2[CH:6]=[CH:7][CH:8]=[CH:9][C:4]=2[N:3]=[N:2]1.[CH3:21][O:22][C:23]1[CH:30]=[CH:29][C:26]([CH:27]=O)=[CH:25][CH:24]=1.N1CCCCC1. Given the product [N:1]1([C:10](=[CH:27][C:26]2[CH:29]=[CH:30][C:23]([O:22][CH3:21])=[CH:24][CH:25]=2)[C:11]([C:13]2[CH:18]=[CH:17][CH:16]=[C:15]([O:19][CH3:20])[CH:14]=2)=[O:12])[C:5]2[CH:6]=[CH:7][CH:8]=[CH:9][C:4]=2[N:3]=[N:2]1, predict the reactants needed to synthesize it. (7) Given the product [OH:14][C:8]1[C:9]([CH3:12])([CH3:13])[C:10]2[C:5]([C:6](=[O:26])[C:7]=1[C:15]([NH:17][CH2:18][C:19]([O:21][C:22]([CH3:23])([CH3:25])[CH3:24])=[O:20])=[O:16])=[CH:4][CH:3]=[C:2](/[CH:36]=[CH:37]/[C:38]1[CH:43]=[CH:42][CH:41]=[CH:40][CH:39]=1)[CH:11]=2, predict the reactants needed to synthesize it. The reactants are: Br[C:2]1[CH:11]=[C:10]2[C:5]([C:6](=[O:26])[C:7]([C:15]([NH:17][CH2:18][C:19]([O:21][C:22]([CH3:25])([CH3:24])[CH3:23])=[O:20])=[O:16])=[C:8]([OH:14])[C:9]2([CH3:13])[CH3:12])=[CH:4][CH:3]=1.B1(/[CH:36]=[CH:37]/[C:38]2[CH:43]=[CH:42][CH:41]=[CH:40][CH:39]=2)OC(C)(C)C(C)(C)O1.C(=O)([O-])[O-].[K+].[K+].